Dataset: Full USPTO retrosynthesis dataset with 1.9M reactions from patents (1976-2016). Task: Predict the reactants needed to synthesize the given product. (1) Given the product [CH2:1]([O:8][C:9](=[O:19])[CH:10]([O:18][N:21]1[C:25](=[O:26])[C:24]2[C:23](=[CH:30][CH:29]=[CH:28][CH:27]=2)[C:22]1=[O:31])[CH2:11][C:12]1[CH:13]=[CH:14][CH:15]=[CH:16][CH:17]=1)[C:2]1[CH:3]=[CH:4][CH:5]=[CH:6][CH:7]=1, predict the reactants needed to synthesize it. The reactants are: [CH2:1]([O:8][C:9](=[O:19])[CH:10]([OH:18])[CH2:11][C:12]1[CH:17]=[CH:16][CH:15]=[CH:14][CH:13]=1)[C:2]1[CH:7]=[CH:6][CH:5]=[CH:4][CH:3]=1.O[N:21]1[C:25](=[O:26])[C:24]2=[CH:27][CH:28]=[CH:29][CH:30]=[C:23]2[C:22]1=[O:31].C1C=CC(P(C2C=CC=CC=2)C2C=CC=CC=2)=CC=1.N(C(OC(C)C)=O)=NC(OC(C)C)=O. (2) Given the product [CH:13]1([NH:12][C:9]2[C:8]([CH3:16])=[N:7][C:6]3[C:11]([N:10]=2)=[C:2]([C:23](=[O:25])[CH3:24])[C:3]([F:17])=[CH:4][CH:5]=3)[CH2:15][CH2:14]1, predict the reactants needed to synthesize it. The reactants are: Br[C:2]1[C:3]([F:17])=[CH:4][CH:5]=[C:6]2[C:11]=1[N:10]=[C:9]([NH:12][CH:13]1[CH2:15][CH2:14]1)[C:8]([CH3:16])=[N:7]2.C([Sn](CCCC)(CCCC)[C:23]([O:25]CC)=[CH2:24])CCC.[F-].[Cs+]. (3) Given the product [CH2:1]([C@H:8]1[CH2:12][O:11][C:10](=[O:13])[N:9]1[C:14]([C@@H:16]1[CH2:20][C:19](=[O:33])[CH2:18][C@H:17]1[C:22]1[CH:23]=[CH:24][C:25]([Cl:28])=[CH:26][CH:27]=1)=[O:15])[C:2]1[CH:7]=[CH:6][CH:5]=[CH:4][CH:3]=1, predict the reactants needed to synthesize it. The reactants are: [CH2:1]([C@H:8]1[CH2:12][O:11][C:10](=[O:13])[N:9]1[C:14]([C@@H:16]1[CH2:20][C:19](=C)[CH2:18][C@H:17]1[C:22]1[CH:27]=[CH:26][C:25]([Cl:28])=[CH:24][CH:23]=1)=[O:15])[C:2]1[CH:7]=[CH:6][CH:5]=[CH:4][CH:3]=1.C[N+]1([O-])CC[O:33]CC1.C(OCC)(=O)C.